From a dataset of Peptide-MHC class II binding affinity with 134,281 pairs from IEDB. Regression. Given a peptide amino acid sequence and an MHC pseudo amino acid sequence, predict their binding affinity value. This is MHC class II binding data. (1) The MHC is HLA-DQA10101-DQB10501 with pseudo-sequence HLA-DQA10101-DQB10501. The peptide sequence is VRAVAESHGVAAVLF. The binding affinity (normalized) is 0.142. (2) The peptide sequence is LVVAVGLRVVCA. The MHC is DRB1_1101 with pseudo-sequence DRB1_1101. The binding affinity (normalized) is 0.